Dataset: Full USPTO retrosynthesis dataset with 1.9M reactions from patents (1976-2016). Task: Predict the reactants needed to synthesize the given product. (1) Given the product [F:1][C:2]1[CH:30]=[CH:29][CH:28]=[CH:27][C:3]=1[CH2:4][N:5]1[C:9]2=[N:10][CH:11]=[CH:12][CH:13]=[C:8]2[C:7]([C:14]2[N:15]=[C:16]([N:31]3[CH:35]=[C:34]([OH:36])[CH:33]=[N:32]3)[C:17]3[C:22]([CH3:24])([CH3:23])[C:21](=[O:25])[NH:20][C:18]=3[N:19]=2)=[N:6]1, predict the reactants needed to synthesize it. The reactants are: [F:1][C:2]1[CH:30]=[CH:29][CH:28]=[CH:27][C:3]=1[CH2:4][N:5]1[C:9]2=[N:10][CH:11]=[CH:12][CH:13]=[C:8]2[C:7]([C:14]2[N:15]=[C:16](I)[C:17]3[C:22]([CH3:24])([CH3:23])[C:21](=[O:25])[NH:20][C:18]=3[N:19]=2)=[N:6]1.[NH:31]1[CH:35]=[C:34]([OH:36])[CH:33]=[N:32]1.C(=O)([O-])[O-].[Cs+].[Cs+].OC1C=CC=CC=1C=NO. (2) Given the product [CH3:20][O:19][C:16]1[CH:17]=[CH:18][C:13]([CH2:12][O:11][C:8]2[C:9]3[S:10][C:2]([N:21]4[CH2:26][CH2:25][O:24][CH2:23][CH2:22]4)=[CH:3][C:4]=3[N:5]=[CH:6][N:7]=2)=[CH:14][CH:15]=1, predict the reactants needed to synthesize it. The reactants are: Br[C:2]1[S:10][C:9]2[C:8]([O:11][CH2:12][C:13]3[CH:18]=[CH:17][C:16]([O:19][CH3:20])=[CH:15][CH:14]=3)=[N:7][CH:6]=[N:5][C:4]=2[CH:3]=1.[NH:21]1[CH2:26][CH2:25][O:24][CH2:23][CH2:22]1.CC(C)([O-])C.[Na+]. (3) Given the product [CH3:33][S:34]([CH2:37][C:38]([NH:1][CH2:2][CH2:3][N:4]1[C:12]2[C:11]([NH:13][C:14]3[CH:19]=[CH:18][C:17]([O:20][C:21]4[CH:26]=[CH:25][CH:24]=[C:23]([O:27][C:28]([F:30])([F:31])[F:29])[CH:22]=4)=[C:16]([CH3:32])[CH:15]=3)=[N:10][CH:9]=[N:8][C:7]=2[CH:6]=[CH:5]1)=[O:39])(=[O:36])=[O:35], predict the reactants needed to synthesize it. The reactants are: [NH2:1][CH2:2][CH2:3][N:4]1[C:12]2[C:11]([NH:13][C:14]3[CH:19]=[CH:18][C:17]([O:20][C:21]4[CH:26]=[CH:25][CH:24]=[C:23]([O:27][C:28]([F:31])([F:30])[F:29])[CH:22]=4)=[C:16]([CH3:32])[CH:15]=3)=[N:10][CH:9]=[N:8][C:7]=2[CH:6]=[CH:5]1.[CH3:33][S:34]([CH2:37][C:38](O)=[O:39])(=[O:36])=[O:35].Cl.C(N=C=NCCCN(C)C)C.O.ON1C2C=CC=CC=2N=N1. (4) The reactants are: [C:1]([O:5][C:6]([N:8]1[CH2:13][CH2:12][N:11]([CH2:14][C:15]2[CH:20]=[CH:19][CH:18]=[CH:17][CH:16]=2)[CH2:10][C@@H:9]1[CH2:21][CH2:22][OH:23])=[O:7])([CH3:4])([CH3:3])[CH3:2].N1C=CC=CC=1.[CH3:30][S:31](Cl)(=[O:33])=[O:32]. Given the product [NH3:8].[CH3:1][OH:5].[C:1]([O:5][C:6]([N:8]1[CH2:13][CH2:12][N:11]([CH2:14][C:15]2[CH:16]=[CH:17][CH:18]=[CH:19][CH:20]=2)[CH2:10][C@@H:9]1[CH2:21][CH2:22][O:23][S:31]([CH3:30])(=[O:33])=[O:32])=[O:7])([CH3:4])([CH3:3])[CH3:2], predict the reactants needed to synthesize it. (5) Given the product [C:4]([OH:1])(=[O:55])[CH2:3][CH2:2][C:57]([OH:59])=[O:60].[NH2:30][C:28]1[N:29]=[C:24]([C:22]2[N:23]=[C:18]([NH:17][C:14]3[CH:13]=[CH:12][C:11]([N:8]4[CH2:9][CH2:10][N:5]([CH:3]5[CH2:4][O:1][CH2:2]5)[CH2:6][CH2:7]4)=[CH:16][CH:15]=3)[C:19]3[N:20]([CH:45]=[CH:46][N:47]=3)[CH:21]=2)[CH:25]=[N:26][CH:27]=1, predict the reactants needed to synthesize it. The reactants are: [O:1]1[CH2:4][CH:3]([N:5]2[CH2:10][CH2:9][N:8]([C:11]3[CH:16]=[CH:15][C:14]([NH:17][C:18]4[C:19]5[N:20]([CH:45]=[CH:46][N:47]=5)[CH:21]=[C:22]([C:24]5[N:29]=[C:28]([N:30](C(OC(C)(C)C)=O)C(OC(C)(C)C)=O)[CH:27]=[N:26][CH:25]=5)[N:23]=4)=[CH:13][CH:12]=3)[CH2:7][CH2:6]2)[CH2:2]1.S(=O)(=O)(O)O.CC(C)=[O:55].[C:57](=[O:60])([O-:59])[O-].[Na+].[Na+]. (6) Given the product [C:1]([C:3]1[CH:4]=[C:5]([CH:21]=[CH:22][CH:23]=1)[CH2:6][O:7][C:8]1[C:9]([CH3:20])=[N:10][C:11]([CH:17]2[CH2:19][CH2:18]2)=[C:12]([CH:16]=1)[C:13]([NH:24][C:25]1[CH:32]=[CH:31][C:28]([C:29]#[N:30])=[CH:27][CH:26]=1)=[O:14])#[N:2], predict the reactants needed to synthesize it. The reactants are: [C:1]([C:3]1[CH:4]=[C:5]([CH:21]=[CH:22][CH:23]=1)[CH2:6][O:7][C:8]1[C:9]([CH3:20])=[N:10][C:11]([CH:17]2[CH2:19][CH2:18]2)=[C:12]([CH:16]=1)[C:13](O)=[O:14])#[N:2].[NH2:24][C:25]1[CH:32]=[CH:31][C:28]([C:29]#[N:30])=[CH:27][CH:26]=1.